The task is: Regression. Given two drug SMILES strings and cell line genomic features, predict the synergy score measuring deviation from expected non-interaction effect.. This data is from NCI-60 drug combinations with 297,098 pairs across 59 cell lines. (1) Drug 1: CC1OCC2C(O1)C(C(C(O2)OC3C4COC(=O)C4C(C5=CC6=C(C=C35)OCO6)C7=CC(=C(C(=C7)OC)O)OC)O)O. Drug 2: CC1=CC=C(C=C1)C2=CC(=NN2C3=CC=C(C=C3)S(=O)(=O)N)C(F)(F)F. Cell line: ACHN. Synergy scores: CSS=54.2, Synergy_ZIP=-1.69, Synergy_Bliss=-1.08, Synergy_Loewe=-25.0, Synergy_HSA=0.353. (2) Drug 1: C1=CN(C=N1)CC(O)(P(=O)(O)O)P(=O)(O)O. Drug 2: CC1=C(N=C(N=C1N)C(CC(=O)N)NCC(C(=O)N)N)C(=O)NC(C(C2=CN=CN2)OC3C(C(C(C(O3)CO)O)O)OC4C(C(C(C(O4)CO)O)OC(=O)N)O)C(=O)NC(C)C(C(C)C(=O)NC(C(C)O)C(=O)NCCC5=NC(=CS5)C6=NC(=CS6)C(=O)NCCC[S+](C)C)O. Cell line: HT29. Synergy scores: CSS=-0.938, Synergy_ZIP=0.0554, Synergy_Bliss=0.950, Synergy_Loewe=-7.82, Synergy_HSA=-4.64. (3) Drug 1: CCC1(CC2CC(C3=C(CCN(C2)C1)C4=CC=CC=C4N3)(C5=C(C=C6C(=C5)C78CCN9C7C(C=CC9)(C(C(C8N6C)(C(=O)OC)O)OC(=O)C)CC)OC)C(=O)OC)O.OS(=O)(=O)O. Drug 2: CCC1=C2CN3C(=CC4=C(C3=O)COC(=O)C4(CC)O)C2=NC5=C1C=C(C=C5)O. Cell line: CCRF-CEM. Synergy scores: CSS=58.8, Synergy_ZIP=1.02, Synergy_Bliss=-0.407, Synergy_Loewe=-35.2, Synergy_HSA=-1.52.